From a dataset of Experimentally validated miRNA-target interactions with 360,000+ pairs, plus equal number of negative samples. Binary Classification. Given a miRNA mature sequence and a target amino acid sequence, predict their likelihood of interaction. (1) The miRNA is hsa-miR-589-3p with sequence UCAGAACAAAUGCCGGUUCCCAGA. The protein sequence of the target gene is MFSLDSFRKDRAQHRQRQCKLPPPRLPPMCVNPTPGGTISRASRDLLKEFPQPKNLLNSVIGRALGISHAKDKLVYVHTNGPKKKKVTLHIKWPKSVEVEGYGSKKIDAERQAAAAACQLFKGWGLLGPRNELFDAAKYRVLADRFGSPADSWWRPEPTMPPTSWRQLNPESIRPGGPGGLSRSLGREEEEDEEEELEEGTIDVTDFLSMTQQDSHAPLRDSRGSSFEMTDDDSAIRALTQFPLPKNLLAKVIQIATSSSTAKNLMQFHTVGTKTKLSTLTLLWPCPMTFVAKGRRKAEA.... Result: 1 (interaction). (2) The miRNA is hsa-miR-548g-5p with sequence UGCAAAAGUAAUUGCAGUUUUUG. The protein sequence of the target gene is MAAGGTGGLREEQRYGLSCGRLGQDNITVLHVKLTETAIRALETYQSHKNLIPFRPSIQFQGLHGLVKIPKNDPLNEVHNFNFYLSNVGKDNPQGSFDCIQQTFSSSGASQLNCLGFIQDKITVCATNDSYQMTRERMTQAEEESRNRSTKVIKPGGPYVGKRVQIRKAPQAVSDTVPERKRSTPMNPANTIRKTHSSSTISQRPYRDRVIHLLALKAYKKPELLARLQKDGVNQKDKNSLGAILQQVANLNSKDLSYTLKDYVFKELQRDWPGYSEIDRRSLESVLSRKLNPSQNAAGT.... Result: 1 (interaction). (3) The miRNA is mmu-miR-1190 with sequence UCAGCUGAGGUUCCCCUCUGUC. The protein sequence of the target gene is MASSAKSAEMPTISKTVNPTPDPHQEYLDPRITIALFEIGSHSPSSWGSLPFLKNSSHQVTEQQTAQKFNNLLKEIKDILKNMAGFEEKITEAKELFEETNITEDVSAHKENIRGLDKINEMLSTNLPVSLAPEKEDNEKKQEMILETNITEDVSAHKENIRGLDKINEMLSTNLPVSLAPEKEDNEKKQQMIMENQNSENTAQVFARDLVNRLEEKKVLNETQQSQEKAKNRLNVQEETMKIRNNMEQLLQEAEHWSKQHTELSKLIKSYQKSQKDISETLGNNGVGFQTQPNNEVSAK.... Result: 0 (no interaction). (4) The miRNA is hsa-miR-6814-3p with sequence ACUCGCAUCCUUCCCUUGGCAG. The protein sequence of the target gene is MDVFAFNASLSMCKDVAGIAGNIFAFGLFVSPMPTFRRIMRNKSTEQFSGLPYIYALLNCLICLWYGTPFISHSNAMLMTVNSVGATFQLCYIILFIMHTDKKNKMKMLGLLFVVFAVVGVIVAGSLQIPDQLTRWYFVGFLSCGSLVSMFASPLFVINLVIRTKSVEFMPFYLSLSTFLMSASFLLYGLFNSDAFVYTPNGIGTILGIVQLALYCYYHRNSIEEETKEPLIVSYV. Result: 0 (no interaction). (5) Result: 0 (no interaction). The protein sequence of the target gene is MGLHGDGGSPAAGAGPWRSGALRGSVAVFASVAAVFTLTLPRSLPGGDSGELITAAHELGVAHPPGYPLFTLLASLTITLFPFGSVAYRVNLLCGLFGAVAASLLFYTVFRLSGSHAGGILAAGVFSFSRLTWQWSIAAEVFSLNNLFVGLLMALTVRFEEATAAKERSKIAAIGAFSCGLSLCNQHTIVLYILCIIPWILFRLLKEKELTLSLLLRLTLAFSAGLLPYVYLPVSSYLSRARWTWGDQTTLRGFLTHFFREEYGTFSLAKSEVGSSVSTVLLSQVINMKTELSFNIQALA.... The miRNA is hsa-miR-381-3p with sequence UAUACAAGGGCAAGCUCUCUGU. (6) The miRNA is hsa-miR-6890-3p with sequence CCACUGCCUAUGCCCCACAG. The protein sequence of the target gene is MHPGSPSAWPPRARAALRLWLGCVCFALVQADSPSAPVNVTVRHLKANSAVVSWDVLEDEVVIGFAISQQKKDVRMLRFIQEVNTTTRSCALWDLEEDTEYIVHVQAISIQGQSPASEPVLFKTPREAEKMASKNKDEVTMKEMGRNQQLRTGEVLIIVVVLFMWAGVIALFCRQYDIIKDNEPNNNKEKTKSASETSTPEHQGGGLLRSKI. Result: 1 (interaction).